From a dataset of Catalyst prediction with 721,799 reactions and 888 catalyst types from USPTO. Predict which catalyst facilitates the given reaction. (1) Reactant: Br[C:2]1[O:6][C:5]([CH2:7][N:8]2[C:16]3[C:11](=[C:12]([C:19]([F:22])([F:21])[F:20])[C:13]([C:17]#[N:18])=[CH:14][CH:15]=3)[CH:10]=[C:9]2[CH:23]2[CH2:25][CH2:24]2)=[CH:4][CH:3]=1.[F:26][C:27]([F:38])([F:37])[C:28]1[CH:29]=[C:30](B(O)O)[CH:31]=[CH:32][CH:33]=1.[F-].[K+]. Product: [CH:23]1([C:9]2[N:8]([CH2:7][C:5]3[O:6][C:2]([C:32]4[CH:31]=[CH:30][CH:29]=[C:28]([C:27]([F:38])([F:37])[F:26])[CH:33]=4)=[CH:3][CH:4]=3)[C:16]3[C:11]([CH:10]=2)=[C:12]([C:19]([F:22])([F:21])[F:20])[C:13]([C:17]#[N:18])=[CH:14][CH:15]=3)[CH2:25][CH2:24]1. The catalyst class is: 77. (2) Reactant: [NH2:1][C:2]1[C:3](Br)=[CH:4][C:5](Br)=[C:6]([OH:8])[CH:7]=1.Cl.[CH:12](=O)/[CH:13]=[CH:14]/[CH3:15].NC1C=CC=CC=1.C([O-])(O)=O.[Na+]. Product: [CH3:15][C:14]1[CH:13]=[CH:12][C:7]2[C:6]([OH:8])=[CH:5][CH:4]=[CH:3][C:2]=2[N:1]=1. The catalyst class is: 15. (3) Reactant: [C:1]([C:3](=[CH:7][C:8]1[S:9][CH:10]=[CH:11][CH:12]=1)[C:4]([NH2:6])=[S:5])#[N:2].O=[C:14]1[CH2:18][CH2:17][CH2:16][CH:15]1[CH2:19][C:20]([OH:22])=[O:21].CN1CCOCC1.Cl[CH2:31][C:32]([NH2:34])=[O:33].C(=O)([O-])[O-].[K+].[K+]. Product: [NH2:2][C:1]1[C:3]2[C:7]([C:8]3[S:9][CH:10]=[CH:11][CH:12]=3)=[C:18]3[CH2:17][CH2:16][CH:15]([CH2:19][C:20]([OH:22])=[O:21])[C:14]3=[N:6][C:4]=2[S:5][C:31]=1[C:32]([NH2:34])=[O:33]. The catalyst class is: 8. (4) Reactant: [CH:1]([O-])=[O:2].[Na+].[CH3:5][O:6][C:7]([C:9]1[CH:10]=[C:11]([CH3:33])[C:12]2[O:18][C:17]3[C:19]([Cl:29])=[CH:20][C:21]([N:23]4[CH2:28][CH2:27][NH:26][CH2:25][CH2:24]4)=[CH:22][C:16]=3[CH2:15][S:14](=[O:31])(=[O:30])[C:13]=2[CH:32]=1)=[O:8].O. Product: [CH3:5][O:6][C:7]([C:9]1[CH:10]=[C:11]([CH3:33])[C:12]2[O:18][C:17]3[C:19]([Cl:29])=[CH:20][C:21]([N:23]4[CH2:24][CH2:25][N:26]([CH:1]=[O:2])[CH2:27][CH2:28]4)=[CH:22][C:16]=3[CH2:15][S:14](=[O:30])(=[O:31])[C:13]=2[CH:32]=1)=[O:8]. The catalyst class is: 106. (5) Reactant: [OH-].[Na+].C([NH:11][C:12]([NH:14][C:15]1[CH:20]=[C:19]([Br:21])[CH:18]=[C:17]([Br:22])[CH:16]=1)=[S:13])(=O)C1C=CC=CC=1. Product: [Br:21][C:19]1[CH:20]=[C:15]([NH:14][C:12]([NH2:11])=[S:13])[CH:16]=[C:17]([Br:22])[CH:18]=1. The catalyst class is: 90.